Dataset: Forward reaction prediction with 1.9M reactions from USPTO patents (1976-2016). Task: Predict the product of the given reaction. Given the reactants Br[C:2]1[C:7]([Cl:8])=[CH:6][C:5]([NH:9][C:10]2[N:14]=[C:13]([NH2:15])[NH:12][N:11]=2)=[CH:4][C:3]=1[Cl:16].[C:17]([NH:22][C:23]1[CH:28]=[CH:27][C:26](B(O)O)=[CH:25][CH:24]=1)(=[O:21])[CH:18]([CH3:20])[CH3:19].C([O-])([O-])=O.[Cs+].[Cs+], predict the reaction product. The product is: [NH2:15][C:13]1[NH:12][N:11]=[C:10]([NH:9][C:5]2[CH:6]=[C:7]([Cl:8])[C:2]([C:26]3[CH:27]=[CH:28][C:23]([NH:22][C:17](=[O:21])[CH:18]([CH3:19])[CH3:20])=[CH:24][CH:25]=3)=[C:3]([Cl:16])[CH:4]=2)[N:14]=1.